Dataset: Catalyst prediction with 721,799 reactions and 888 catalyst types from USPTO. Task: Predict which catalyst facilitates the given reaction. (1) Reactant: I[C:2]1[CH:12]=[CH:11][C:5]([C:6]([O:8][CH2:9][CH3:10])=[O:7])=[CH:4][CH:3]=1.[Cl-].[Li+].C([Mg]Cl)(C)C.[F:20][C:21]([F:27])([F:26])[CH2:22][CH2:23][CH:24]=[O:25]. Product: [F:20][C:21]([F:27])([F:26])[CH2:22][CH2:23][CH:24]([C:2]1[CH:12]=[CH:11][C:5]([C:6]([O:8][CH2:9][CH3:10])=[O:7])=[CH:4][CH:3]=1)[OH:25]. The catalyst class is: 7. (2) Reactant: [F:1][C:2]1[CH:7]=[CH:6][C:5]([C:8]2[C:12]([C:13]3[N:14]=[CH:15][N:16]([C:18]4[CH:23]=[CH:22][C:21]([C:24](=[O:26])[CH3:25])=[CH:20][CH:19]=4)[CH:17]=3)=[C:11]([CH2:27][O:28]C)[O:10][N:9]=2)=[CH:4][CH:3]=1.B(Br)(Br)Br. Product: [F:1][C:2]1[CH:7]=[CH:6][C:5]([C:8]2[C:12]([C:13]3[N:14]=[CH:15][N:16]([C:18]4[CH:23]=[CH:22][C:21]([C:24](=[O:26])[CH3:25])=[CH:20][CH:19]=4)[CH:17]=3)=[C:11]([CH2:27][OH:28])[O:10][N:9]=2)=[CH:4][CH:3]=1. The catalyst class is: 4. (3) Reactant: [Cl:1][C:2]1[CH:7]=[CH:6][C:5]([C@@H:8]([CH2:28][NH:29][CH:30]([CH3:32])[CH3:31])[C:9]([N:11]2[CH2:16][CH2:15][N:14]([C:17]3[C:18]4[C@H:25]([CH3:26])[CH2:24][C@@H:23]([OH:27])[C:19]=4[N:20]=[CH:21][N:22]=3)[CH2:13][CH2:12]2)=[O:10])=[CH:4][CH:3]=1.O.[C:34]1([CH3:44])[CH:39]=[CH:38][C:37]([S:40]([OH:43])(=[O:42])=[O:41])=[CH:36][CH:35]=1. Product: [C:34]1([CH3:44])[CH:35]=[CH:36][C:37]([S:40]([OH:43])(=[O:41])=[O:42])=[CH:38][CH:39]=1.[Cl:1][C:2]1[CH:7]=[CH:6][C:5]([C@@H:8]([CH2:28][NH:29][CH:30]([CH3:32])[CH3:31])[C:9]([N:11]2[CH2:12][CH2:13][N:14]([C:17]3[C:18]4[C@H:25]([CH3:26])[CH2:24][C@@H:23]([OH:27])[C:19]=4[N:20]=[CH:21][N:22]=3)[CH2:15][CH2:16]2)=[O:10])=[CH:4][CH:3]=1. The catalyst class is: 10. (4) Reactant: [CH3:1][O:2][C:3]1[CH:4]=[C:5]([C:12]([O:14][CH3:15])=[O:13])[CH:6]=[N:7][C:8]=1[N+:9]([O-])=O.C(O)(=O)C. Product: [NH2:9][C:8]1[N:7]=[CH:6][C:5]([C:12]([O:14][CH3:15])=[O:13])=[CH:4][C:3]=1[O:2][CH3:1]. The catalyst class is: 415.